From a dataset of Reaction yield outcomes from USPTO patents with 853,638 reactions. Predict the reaction yield, written as a fraction of the theoretical maximum amount of product (1.0 means a 100% yield; for example, 0.34 means a 34% yield). (1) The reactants are [C:1]1([C:7]#[C:8][CH:9]([OH:11])[CH3:10])[CH:6]=[CH:5][CH:4]=[CH:3][CH:2]=1.[C:12]1([SH:18])[CH:17]=[CH:16][CH:15]=[CH:14][CH:13]=1. The catalyst is ClCCCl. The yield is 0.910. The product is [C:1]1([CH2:7][CH:8]([S:18][C:12]2[CH:17]=[CH:16][CH:15]=[CH:14][CH:13]=2)[C:9](=[O:11])[CH3:10])[CH:6]=[CH:5][CH:4]=[CH:3][CH:2]=1. (2) The reactants are [CH:1]([Si:4]([CH:16]([CH3:18])[CH3:17])([CH:13]([CH3:15])[CH3:14])[O:5][C:6]1[CH:11]=[CH:10][CH:9]=[CH:8][C:7]=1C)([CH3:3])[CH3:2].[CH3:19][N:20](C1C=CC=CC=1O)[CH3:21]. No catalyst specified. The product is [CH:1]([Si:4]([CH:16]([CH3:18])[CH3:17])([CH:13]([CH3:15])[CH3:14])[O:5][C:6]1[CH:11]=[CH:10][CH:9]=[CH:8][C:7]=1[N:20]([CH3:21])[CH3:19])([CH3:3])[CH3:2]. The yield is 0.550. (3) The reactants are [Cl:1][C:2]1[C:3](=[O:25])[N:4]([CH3:24])[CH:5]=[C:6]([C:9]([N:11]2[CH2:16][CH2:15][CH:14]([C:17]3[CH:22]=[CH:21][C:20]([F:23])=[CH:19][CH:18]=3)[CH2:13][CH2:12]2)=[O:10])[C:7]=1Cl.[Cl:26][C:27]1[CH:33]=[CH:32][C:30]([NH2:31])=[C:29]([CH3:34])[CH:28]=1. No catalyst specified. The product is [Cl:1][C:2]1[C:3](=[O:25])[N:4]([CH3:24])[CH:5]=[C:6]([C:9]([N:11]2[CH2:16][CH2:15][CH:14]([C:17]3[CH:18]=[CH:19][C:20]([F:23])=[CH:21][CH:22]=3)[CH2:13][CH2:12]2)=[O:10])[C:7]=1[NH:31][C:30]1[CH:32]=[CH:33][C:27]([Cl:26])=[CH:28][C:29]=1[CH3:34]. The yield is 0.0880. (4) The reactants are [CH3:1][C@H:2]1[CH2:7][O:6][CH2:5][CH2:4][N:3]1[C:8]1[CH:13]=[C:12]([CH2:14][S:15]([CH3:18])(=[O:17])=[O:16])[N:11]=[C:10]([C:19]2[CH:25]=[CH:24][C:22]([NH2:23])=[CH:21][CH:20]=2)[N:9]=1.[CH2:26]([N:28]=[C:29]=[O:30])[CH3:27]. The catalyst is O1CCOCC1. The product is [CH2:26]([NH:28][C:29](=[O:30])[NH:23][C:22]1[CH:24]=[CH:25][C:19]([C:10]2[N:9]=[C:8]([N:3]3[CH2:4][CH2:5][O:6][CH2:7][C@@H:2]3[CH3:1])[CH:13]=[C:12]([CH2:14][S:15]([CH3:18])(=[O:17])=[O:16])[N:11]=2)=[CH:20][CH:21]=1)[CH3:27]. The yield is 0.940. (5) The reactants are [OH:1][C:2]1[N:3]=[C:4]([C:11]2[C:12]([CH3:20])=[N:13][N:14]3[CH:19]=[CH:18][CH:17]=[CH:16][C:15]=23)[S:5][C:6]=1[C:7]([O:9][CH3:10])=[O:8].C(=O)([O-])[O-].[K+].[K+].[CH2:27](Br)[C:28]1[CH:33]=[CH:32][CH:31]=[CH:30][CH:29]=1. The catalyst is CN(C)C=O. The product is [CH2:27]([O:1][C:2]1[N:3]=[C:4]([C:11]2[C:12]([CH3:20])=[N:13][N:14]3[CH:19]=[CH:18][CH:17]=[CH:16][C:15]=23)[S:5][C:6]=1[C:7]([O:9][CH3:10])=[O:8])[C:28]1[CH:33]=[CH:32][CH:31]=[CH:30][CH:29]=1. The yield is 0.600. (6) The reactants are [CH:1]1([N:5]2[CH:9]=[C:8]([N+:10]([O-])=O)[N:7]=[CH:6]2)[CH2:4][CH2:3][CH2:2]1.C(N(C(C)C)CC)(C)C.[C:22]1([O:28][C:29](Cl)=[O:30])[CH:27]=[CH:26][CH:25]=[CH:24][CH:23]=1.C(O)(=O)C. The catalyst is C(OCC)(=O)C.[Pd].CO. The product is [C:22]1([O:28][C:29](=[O:30])[NH:10][C:8]2[N:7]=[CH:6][N:5]([CH:1]3[CH2:4][CH2:3][CH2:2]3)[CH:9]=2)[CH:27]=[CH:26][CH:25]=[CH:24][CH:23]=1. The yield is 0.650. (7) The reactants are [CH2:1]([C@H:8]([NH:37][C:38](=[O:48])[O:39][C@@H:40]1[C@H:47]2[C@H:43]([O:44][CH2:45][CH2:46]2)[O:42][CH2:41]1)[C@H:9]([OH:36])[CH2:10][N:11]([S:19]([C:22]1[CH:27]=[CH:26][CH:25]=[C:24]([O:28]CC2C=CC=CC=2)[CH:23]=1)(=[O:21])=[O:20])[O:12][CH:13]1[CH2:18][CH2:17][CH2:16][CH2:15][CH2:14]1)[C:2]1[CH:7]=[CH:6][CH:5]=[CH:4][CH:3]=1. The catalyst is C(OCC)(=O)C.[Pd]. The product is [CH2:1]([C@H:8]([NH:37][C:38](=[O:48])[O:39][C@@H:40]1[C@H:47]2[C@H:43]([O:44][CH2:45][CH2:46]2)[O:42][CH2:41]1)[C@H:9]([OH:36])[CH2:10][N:11]([O:12][CH:13]1[CH2:18][CH2:17][CH2:16][CH2:15][CH2:14]1)[S:19]([C:22]1[CH:27]=[CH:26][CH:25]=[C:24]([OH:28])[CH:23]=1)(=[O:21])=[O:20])[C:2]1[CH:3]=[CH:4][CH:5]=[CH:6][CH:7]=1. The yield is 0.820.